From a dataset of Full USPTO retrosynthesis dataset with 1.9M reactions from patents (1976-2016). Predict the reactants needed to synthesize the given product. (1) Given the product [F:34][C:35]([F:40])([F:39])[C:36]([OH:38])=[O:37].[C:1]1(/[CH:7]=[CH:8]/[C:9]([C:11]2[CH:16]=[CH:15][C:14]3[C:17]4([CH2:32][O:33][C:13]=3[CH:12]=2)[CH2:18][CH2:19][N:20]([CH2:23][CH2:24][C:25]([OH:27])=[O:26])[CH2:21][CH2:22]4)=[O:10])[CH:6]=[CH:5][CH:4]=[CH:3][CH:2]=1, predict the reactants needed to synthesize it. The reactants are: [C:1]1(/[CH:7]=[CH:8]/[C:9]([C:11]2[CH:16]=[CH:15][C:14]3[C:17]4([CH2:32][O:33][C:13]=3[CH:12]=2)[CH2:22][CH2:21][N:20]([CH2:23][CH2:24][C:25]([O:27]C(C)(C)C)=[O:26])[CH2:19][CH2:18]4)=[O:10])[CH:6]=[CH:5][CH:4]=[CH:3][CH:2]=1.[F:34][C:35]([F:40])([F:39])[C:36]([OH:38])=[O:37]. (2) Given the product [OH:1][C@@H:2]([C@H:4]1[C:10](=[O:11])[N:9]2[C@@H:5]1[CH2:6][C:7]([C:15]1[CH:20]=[CH:19][CH:18]=[C:17]([CH2:21][OH:22])[CH:16]=1)=[C:8]2[C:12]([O:14][CH2:25][C:26]1[O:27][C:28](=[O:32])[O:29][C:30]=1[CH3:31])=[O:13])[CH3:3], predict the reactants needed to synthesize it. The reactants are: [OH:1][C@@H:2]([C@H:4]1[C:10](=[O:11])[N:9]2[C@@H:5]1[CH2:6][C:7]([C:15]1[CH:20]=[CH:19][CH:18]=[C:17]([CH2:21][OH:22])[CH:16]=1)=[C:8]2[C:12]([O-:14])=[O:13])[CH3:3].[Na+].Br[CH2:25][C:26]1[O:27][C:28](=[O:32])[O:29][C:30]=1[CH3:31]. (3) Given the product [CH2:1]([O:3][C:4]([C:6]1([NH:15][C:16]([C:18]2[CH:23]=[CH:22][N:21]=[CH:20][C:19]=2[N:25]2[CH2:30][CH2:29][CH2:28][CH2:27][CH2:26]2)=[O:17])[CH2:14][C:13]2[C:8](=[CH:9][CH:10]=[CH:11][CH:12]=2)[CH2:7]1)=[O:5])[CH3:2], predict the reactants needed to synthesize it. The reactants are: [CH2:1]([O:3][C:4]([C:6]1([NH:15][C:16]([C:18]2[CH:23]=[CH:22][N:21]=[CH:20][C:19]=2F)=[O:17])[CH2:14][C:13]2[C:8](=[CH:9][CH:10]=[CH:11][CH:12]=2)[CH2:7]1)=[O:5])[CH3:2].[NH:25]1[CH2:30][CH2:29][CH2:28][CH2:27][CH2:26]1.